Dataset: Full USPTO retrosynthesis dataset with 1.9M reactions from patents (1976-2016). Task: Predict the reactants needed to synthesize the given product. (1) Given the product [CH2:29]([N:5]([CH2:1][CH2:2][CH2:3][CH3:4])[C:6]1[CH:7]=[CH:8][C:9](/[CH:12]=[CH:13]/[CH:14]=[CH:15]/[C:16]2[S:17][C:18]([CH:41]=[O:42])=[CH:19][C:20]=2[O:21][Si:22]([C:25]([CH3:28])([CH3:27])[CH3:26])([CH3:23])[CH3:24])=[CH:10][CH:11]=1)[CH2:30][CH2:31][CH3:32], predict the reactants needed to synthesize it. The reactants are: [CH2:1]([N:5]([CH2:29][CH2:30][CH2:31][CH3:32])[C:6]1[CH:11]=[CH:10][C:9](/[CH:12]=[CH:13]/[CH:14]=[CH:15]/[C:16]2[S:17][CH:18]=[CH:19][C:20]=2[O:21][Si:22]([C:25]([CH3:28])([CH3:27])[CH3:26])([CH3:24])[CH3:23])=[CH:8][CH:7]=1)[CH2:2][CH2:3][CH3:4].C([Li])CCC.CN([CH:41]=[O:42])C.O. (2) Given the product [F:24][C:3]1[CH:4]=[C:5]([O:6][C:7]2[CH:16]=[CH:15][N:14]=[C:13]3[C:8]=2[C:9]2[CH:21]=[CH:20][CH:19]=[CH:18][C:10]=2[C:11](=[O:17])[NH:12]3)[CH:22]=[CH:23][C:2]=1[NH:1][C:38]([C:34]1[C:33](=[O:41])[N:32]([C:29]2[CH:28]=[CH:27][C:26]([F:25])=[CH:31][CH:30]=2)[CH:37]=[CH:36][CH:35]=1)=[O:39], predict the reactants needed to synthesize it. The reactants are: [NH2:1][C:2]1[CH:23]=[CH:22][C:5]([O:6][C:7]2[CH:16]=[CH:15][N:14]=[C:13]3[C:8]=2[C:9]2[CH:21]=[CH:20][CH:19]=[CH:18][C:10]=2[C:11](=[O:17])[NH:12]3)=[CH:4][C:3]=1[F:24].[F:25][C:26]1[CH:31]=[CH:30][C:29]([N:32]2[CH:37]=[CH:36][CH:35]=[C:34]([C:38](O)=[O:39])[C:33]2=[O:41])=[CH:28][CH:27]=1. (3) Given the product [I:11][C:12]1[CH:13]=[C:14]2[C:19](=[CH:20][CH:21]=1)[N:18]=[CH:17][C:16]([C:22]#[N:23])=[C:15]2[O:8][CH2:7][CH2:6][O:5][CH2:4][CH2:3][O:2][CH3:1], predict the reactants needed to synthesize it. The reactants are: [CH3:1][O:2][CH2:3][CH2:4][O:5][CH2:6][CH2:7][OH:8].[H-].[Na+].[I:11][C:12]1[CH:13]=[C:14]2[C:19](=[CH:20][CH:21]=1)[N:18]=[CH:17][C:16]([C:22]#[N:23])=[CH:15]2. (4) The reactants are: C(NC(C)C)(C)C.[CH2:8]([Li])[CH2:9][CH2:10][CH3:11].[S:13]1C=C[CH:15]=[C:14]1CC(O)=O.I[CH3:23].CC[O:26][C:27](C)=[O:28]. Given the product [CH3:11][C:10]([C:9]1[S:13][CH:14]=[CH:15][CH:8]=1)([CH3:23])[C:27]([OH:28])=[O:26], predict the reactants needed to synthesize it. (5) Given the product [NH2:21][C:22]1[CH:26]=[CH:25][S:24][C:23]=1[C:27]([NH:17][C:16]1[CH:18]=[CH:19][CH:20]=[C:14]([S:11]([N:1]2[C:10]3[C:5](=[CH:6][CH:7]=[CH:8][CH:9]=3)[CH2:4][CH2:3][CH2:2]2)(=[O:13])=[O:12])[CH:15]=1)=[O:28], predict the reactants needed to synthesize it. The reactants are: [N:1]1([S:11]([C:14]2[CH:15]=[C:16]([CH:18]=[CH:19][CH:20]=2)[NH2:17])(=[O:13])=[O:12])[C:10]2[C:5](=[CH:6][CH:7]=[CH:8][CH:9]=2)[CH2:4][CH2:3][CH2:2]1.[NH2:21][C:22]1[CH:26]=[CH:25][S:24][C:23]=1[C:27](OC)=[O:28].CC(C)([O-])C.[K+]. (6) Given the product [O:16]1[C:20]2([CH2:25][CH2:24][N:23]([CH2:15][C@@H:13]([C:6]3[C:5]4[C:10](=[CH:11][CH:12]=[C:3]([O:2][CH3:1])[CH:4]=4)[N:9]=[CH:8][CH:7]=3)[OH:14])[CH2:22][CH2:21]2)[O:19][CH2:18][CH2:17]1, predict the reactants needed to synthesize it. The reactants are: [CH3:1][O:2][C:3]1[CH:4]=[C:5]2[C:10](=[CH:11][CH:12]=1)[N:9]=[CH:8][CH:7]=[C:6]2[C@@H:13]1[CH2:15][O:14]1.[O:16]1[C:20]2([CH2:25][CH2:24][NH:23][CH2:22][CH2:21]2)[O:19][CH2:18][CH2:17]1.[O-]S(C(F)(F)F)(=O)=O.[Yb+3].[O-]S(C(F)(F)F)(=O)=O.[O-]S(C(F)(F)F)(=O)=O.